Dataset: Full USPTO retrosynthesis dataset with 1.9M reactions from patents (1976-2016). Task: Predict the reactants needed to synthesize the given product. (1) Given the product [C:25]([O:29][C:30]([N:32]1[CH2:35][CH:34]([O:24][C:21]2[CH:22]=[N:23][C:18]([Br:17])=[CH:19][CH:20]=2)[CH2:33]1)=[O:31])([CH3:28])([CH3:26])[CH3:27], predict the reactants needed to synthesize it. The reactants are: CC(C)([O-])C.[Na+].C([O-])(=O)C1C=CC=CC=1.[K+].[Br:17][C:18]1[N:23]=[CH:22][C:21]([OH:24])=[CH:20][CH:19]=1.[C:25]([O:29][C:30]([N:32]1[CH2:35][CH:34](I)[CH2:33]1)=[O:31])([CH3:28])([CH3:27])[CH3:26]. (2) Given the product [F:14][C:12]1[CH:11]=[CH:10][C:9]2[N:15]([OH:16])[C:18](=[O:20])[C:5]3[C:6](=[CH:7][C:2]([F:1])=[CH:3][CH:4]=3)[C:8]=2[CH:13]=1, predict the reactants needed to synthesize it. The reactants are: [F:1][C:2]1[CH:7]=[C:6]([C:8]2[CH:13]=[C:12]([F:14])[CH:11]=[CH:10][C:9]=2[N+:15]([O-])=[O:16])[C:5]([C:18]([O:20]C)=O)=[CH:4][CH:3]=1.[H][H]. (3) Given the product [Cl:20][C:21]1[CH:26]=[CH:25][C:24]([C:2]2[C:7]([O:19][CH2:18][C:15]3[CH:16]=[CH:17][N:12]=[CH:13][CH:14]=3)=[N:6][CH:5]=[C:4]([CH:3]=2)[C:9]([NH:30][CH2:31][C@@H:32]2[CH2:37][CH2:36][CH2:35][CH2:34][C@@H:33]2[OH:38])=[O:11])=[CH:23][CH:22]=1, predict the reactants needed to synthesize it. The reactants are: Br[C:2]1[CH:3]=[C:4]([C:9]([OH:11])=O)[CH:5]=[N:6][C:7]=1Cl.[N:12]1[CH:17]=[CH:16][C:15]([CH2:18][OH:19])=[CH:14][CH:13]=1.[Cl:20][C:21]1[CH:26]=[CH:25][C:24](B(O)O)=[CH:23][CH:22]=1.[NH2:30][CH2:31][C@H:32]1[CH2:37][CH2:36][CH2:35][CH2:34][C@H:33]1[OH:38]. (4) Given the product [C:12]1([C:18]2([CH2:25][C:26]3[CH:30]=[CH:29][O:28][CH:27]=3)[S:19][CH2:20][CH2:21][CH2:22][S:23]2)[CH:13]=[CH:14][CH:15]=[CH:16][CH:17]=1, predict the reactants needed to synthesize it. The reactants are: CC(C)([O-])C.[Na+].C([Li])CCC.[C:12]1([CH:18]2[S:23][CH2:22][CH2:21][CH2:20][S:19]2)[CH:17]=[CH:16][CH:15]=[CH:14][CH:13]=1.Br[CH2:25][C:26]1[CH:30]=[CH:29][O:28][CH:27]=1. (5) Given the product [CH3:27][S:28]([CH2:2][C:3]1[CH:19]=[CH:18][C:6]([O:7][C:8]2[CH:15]=[CH:14][CH:13]=[C:10]([C:11]#[N:12])[C:9]=2[C:16]#[N:17])=[CH:5][CH:4]=1)(=[O:30])=[O:29], predict the reactants needed to synthesize it. The reactants are: O[CH2:2][C:3]1[CH:19]=[CH:18][C:6]([O:7][C:8]2[CH:15]=[CH:14][CH:13]=[C:10]([C:11]#[N:12])[C:9]=2[C:16]#[N:17])=[CH:5][CH:4]=1.C(N(CC)CC)C.[CH3:27][S:28](Cl)(=[O:30])=[O:29].